Dataset: Reaction yield outcomes from USPTO patents with 853,638 reactions. Task: Predict the reaction yield, written as a fraction of the theoretical maximum amount of product (1.0 means a 100% yield; for example, 0.34 means a 34% yield). (1) The reactants are [CH3:1][C:2]([CH3:28])([CH3:27])[C@H:3]([NH:8][C:9]([C:11]1[N:12]=[C:13]([C:21]2[CH:26]=[CH:25][CH:24]=[CH:23][CH:22]=2)[N:14]2[CH2:19][CH2:18][N:17]([CH3:20])[CH2:16][C:15]=12)=[O:10])[C:4]([O:6]C)=[O:5].N. The catalyst is CO.O. The product is [CH3:1][C:2]([CH3:28])([CH3:27])[C@H:3]([NH:8][C:9]([C:11]1[N:12]=[C:13]([C:21]2[CH:22]=[CH:23][CH:24]=[CH:25][CH:26]=2)[N:14]2[CH2:19][CH2:18][N:17]([CH3:20])[CH2:16][C:15]=12)=[O:10])[C:4]([OH:6])=[O:5]. The yield is 0.430. (2) The reactants are Br[CH2:2][CH2:3][O:4][C:5]1[CH:10]=[C:9]([S:11]([CH3:14])(=[O:13])=[O:12])[CH:8]=[C:7]([F:15])[CH:6]=1.[CH:16]([NH2:20])([CH2:18][CH3:19])[CH3:17]. The catalyst is C(O)C. The product is [F:15][C:7]1[CH:6]=[C:5]([CH:10]=[C:9]([S:11]([CH3:14])(=[O:13])=[O:12])[CH:8]=1)[O:4][CH2:3][CH2:2][NH:20][CH:16]([CH2:18][CH3:19])[CH3:17]. The yield is 0.700. (3) The reactants are CC1(C)CCCC(C)(C)N1.C([Li])CCC.CCCCCC.CC1(C)CCCC(C)(C)N1.[Li].[N:33]1([C:47]([O:49][C:50]([CH3:53])([CH3:52])[CH3:51])=[O:48])[CH2:38][CH2:37][C:36]2([C:43]3[S:44][CH:45]=[CH:46][C:42]=3[CH2:41][CH2:40][O:39]2)[CH2:35][CH2:34]1.C1C=CC(S(N(S(C2C=CC=CC=2)(=O)=O)[F:64])(=O)=O)=CC=1.[Cl-].[NH4+]. The catalyst is O1CCCC1.O. The product is [F:64][C:45]1[S:44][C:43]2[C:36]3([O:39][CH2:40][CH2:41][C:42]=2[CH:46]=1)[CH2:35][CH2:34][N:33]([C:47]([O:49][C:50]([CH3:53])([CH3:52])[CH3:51])=[O:48])[CH2:38][CH2:37]3. The yield is 0.500.